From a dataset of Reaction yield outcomes from USPTO patents with 853,638 reactions. Predict the reaction yield, written as a fraction of the theoretical maximum amount of product (1.0 means a 100% yield; for example, 0.34 means a 34% yield). (1) The reactants are [N+:1]([C:4]1[N:9]=[CH:8][C:7]([N:10]2[CH:15]3[CH2:16][CH2:17][CH:11]2[CH2:12][N:13]([C:18]([O:20][C:21]([CH3:24])([CH3:23])[CH3:22])=[O:19])[CH2:14]3)=[CH:6][CH:5]=1)([O-])=O. The catalyst is [Pd].CO. The product is [NH2:1][C:4]1[N:9]=[CH:8][C:7]([N:10]2[CH:11]3[CH2:17][CH2:16][CH:15]2[CH2:14][N:13]([C:18]([O:20][C:21]([CH3:24])([CH3:23])[CH3:22])=[O:19])[CH2:12]3)=[CH:6][CH:5]=1. The yield is 0.660. (2) The reactants are [Cl:1][C:2]1[CH:7]=[CH:6][CH:5]=[C:4]([C:8]#[N:9])[C:3]=1[CH2:10][C:11]([OH:13])=O.O=S(Cl)[Cl:16]. The catalyst is ClCCl. The product is [Cl:16][C:8]1[C:4]2[C:3](=[C:2]([Cl:1])[CH:7]=[CH:6][CH:5]=2)[CH:10]=[C:11]([OH:13])[N:9]=1. The yield is 0.696.